This data is from Reaction yield outcomes from USPTO patents with 853,638 reactions. The task is: Predict the reaction yield, written as a fraction of the theoretical maximum amount of product (1.0 means a 100% yield; for example, 0.34 means a 34% yield). (1) The reactants are [N+:1]([C:4]1[CH:9]=[CH:8][CH:7]=[CH:6][C:5]=1[CH2:10][CH2:11][N:12]1[CH2:17][CH2:16][N:15]([C:18]2[C:22]3[CH:23]=[CH:24][CH:25]=[CH:26][C:21]=3[S:20][N:19]=2)[CH2:14][CH2:13]1)([O-])=O.C(N(CC)CC)C. The catalyst is C1COCC1.[Ni]. The product is [S:20]1[C:21]2[CH:26]=[CH:25][CH:24]=[CH:23][C:22]=2[C:18]([N:15]2[CH2:16][CH2:17][N:12]([CH2:11][CH2:10][C:5]3[CH:6]=[CH:7][CH:8]=[CH:9][C:4]=3[NH2:1])[CH2:13][CH2:14]2)=[N:19]1. The yield is 0.660. (2) The reactants are C([Mg]Cl)(C)C.[Cl:6][C:7]1[C:12]([O:13][Si](C)(C)C)=[C:11]([C:18]([O:20][Si](C)(C)C)=[CH2:19])[CH:10]=[CH:9][C:8]=1[O:25][CH2:26][C:27]1[CH:32]=[CH:31][CH:30]=[C:29](I)[CH:28]=1.[H-].[Na+].[O:36]=[C:37]1[O:41][N:40]=[C:39]([C:42]2[CH:43]=[C:44]([CH:47]=[CH:48][CH:49]=2)[CH:45]=[O:46])[NH:38]1. The catalyst is O1CCCC1. The product is [C:18]([C:11]1[CH:10]=[CH:9][C:8]([O:25][CH2:26][C:27]2[CH:28]=[C:29]([CH:45]([OH:46])[C:44]3[CH:43]=[C:42]([C:39]4[NH:38][C:37](=[O:36])[O:41][N:40]=4)[CH:49]=[CH:48][CH:47]=3)[CH:30]=[CH:31][CH:32]=2)=[C:7]([Cl:6])[C:12]=1[OH:13])(=[O:20])[CH3:19]. The yield is 0.140. (3) The reactants are [C:1]([O:5][C:6](=[O:25])[N:7]([CH2:9][C:10]1[CH:14]=[C:13](Br)[N:12]([S:16]([C:19]2[CH:20]=[N:21][CH:22]=[CH:23][CH:24]=2)(=[O:18])=[O:17])[CH:11]=1)[CH3:8])([CH3:4])([CH3:3])[CH3:2].[CH3:26][C:27]1[CH:32]=[CH:31][N:30]=[CH:29][C:28]=1B(O)O.C(=O)([O-])O.[Na+].COCCOC. The catalyst is C1C=CC([P]([Pd]([P](C2C=CC=CC=2)(C2C=CC=CC=2)C2C=CC=CC=2)([P](C2C=CC=CC=2)(C2C=CC=CC=2)C2C=CC=CC=2)[P](C2C=CC=CC=2)(C2C=CC=CC=2)C2C=CC=CC=2)(C2C=CC=CC=2)C2C=CC=CC=2)=CC=1.O. The product is [CH3:8][N:7]([CH2:9][C:10]1[CH:14]=[C:13]([C:28]2[CH:29]=[N:30][CH:31]=[CH:32][C:27]=2[CH3:26])[N:12]([S:16]([C:19]2[CH:20]=[N:21][CH:22]=[CH:23][CH:24]=2)(=[O:18])=[O:17])[CH:11]=1)[C:6](=[O:25])[O:5][C:1]([CH3:4])([CH3:3])[CH3:2]. The yield is 0.520.